Dataset: HIV replication inhibition screening data with 41,000+ compounds from the AIDS Antiviral Screen. Task: Binary Classification. Given a drug SMILES string, predict its activity (active/inactive) in a high-throughput screening assay against a specified biological target. (1) The compound is N.O=C(O)C1=CC(=C(c2ccc(O)c(C(=O)O)c2)c2ccc(O)c(C(=O)O)c2)C=CC1=O. The result is 0 (inactive). (2) The compound is O=C(C=Cc1ccccc1Cl)NC1C=Nc2ccc([N+](=O)[O-])cc2NC1. The result is 0 (inactive). (3) The result is 0 (inactive). The compound is COc1ccc(S(=O)Cc2ccc(C(=O)O)cc2[N+](=O)[O-])cc1. (4) The molecule is O=C1Nc2ccccc2C1=NNC(=O)C(O)(c1ccccc1)c1ccccc1. The result is 0 (inactive). (5) The molecule is NC(=O)NN=C1CCCCc2ccccc21. The result is 0 (inactive). (6) The molecule is C(=C1CCCC(=Cc2ccccc2)C1=NNc1ccccc1)c1ccccc1. The result is 0 (inactive).